Dataset: Reaction yield outcomes from USPTO patents with 853,638 reactions. Task: Predict the reaction yield, written as a fraction of the theoretical maximum amount of product (1.0 means a 100% yield; for example, 0.34 means a 34% yield). The catalyst is C1COCC1. The yield is 0.650. The reactants are [Br:1][C:2]1[CH:7]=[CH:6][C:5]([C@@H:8]([N:10]2[CH2:15][CH2:14][C@:13]([CH2:22][C:23](=[O:25])[CH3:24])([C:16]3[CH:21]=[CH:20][CH:19]=[CH:18][CH:17]=3)[O:12][C:11]2=[O:26])[CH3:9])=[CH:4][CH:3]=1.[CH3:27][Mg]Br. The product is [Br:1][C:2]1[CH:7]=[CH:6][C:5]([C@@H:8]([N:10]2[CH2:15][CH2:14][C@:13]([CH2:22][C:23]([OH:25])([CH3:27])[CH3:24])([C:16]3[CH:17]=[CH:18][CH:19]=[CH:20][CH:21]=3)[O:12][C:11]2=[O:26])[CH3:9])=[CH:4][CH:3]=1.